Dataset: NCI-60 drug combinations with 297,098 pairs across 59 cell lines. Task: Regression. Given two drug SMILES strings and cell line genomic features, predict the synergy score measuring deviation from expected non-interaction effect. Drug 1: CC1OCC2C(O1)C(C(C(O2)OC3C4COC(=O)C4C(C5=CC6=C(C=C35)OCO6)C7=CC(=C(C(=C7)OC)O)OC)O)O. Drug 2: C1=NNC2=C1C(=O)NC=N2. Cell line: A549. Synergy scores: CSS=37.7, Synergy_ZIP=-1.15, Synergy_Bliss=-0.371, Synergy_Loewe=-30.8, Synergy_HSA=0.250.